Task: Binary Classification. Given a T-cell receptor sequence (or CDR3 region) and an epitope sequence, predict whether binding occurs between them.. Dataset: TCR-epitope binding with 47,182 pairs between 192 epitopes and 23,139 TCRs (1) Result: 0 (the TCR does not bind to the epitope). The TCR CDR3 sequence is CASSLVDGSSEQFF. The epitope is RLYYDSMSY. (2) The epitope is ALSKGVHFV. The TCR CDR3 sequence is CATSSMANTGELFF. Result: 1 (the TCR binds to the epitope). (3) The epitope is FQPTNGVGY. The TCR CDR3 sequence is CATESGTGRDEQYF. Result: 0 (the TCR does not bind to the epitope). (4) The epitope is GVAMPNLYK. The TCR CDR3 sequence is CAWSGDRPLAFF. Result: 0 (the TCR does not bind to the epitope). (5) The epitope is KPLEFGATSAAL. The TCR CDR3 sequence is CASSEYFSFTYEQYF. Result: 0 (the TCR does not bind to the epitope). (6) The epitope is FPRPWLHGL. The TCR CDR3 sequence is CASSFRGDTEAFF. Result: 0 (the TCR does not bind to the epitope).